This data is from Reaction yield outcomes from USPTO patents with 853,638 reactions. The task is: Predict the reaction yield, written as a fraction of the theoretical maximum amount of product (1.0 means a 100% yield; for example, 0.34 means a 34% yield). The reactants are [C:1]([C:3]1[CH:17]=[CH:16][C:6]([C:7]([NH:9][C:10]2[CH:11]=[N:12][CH:13]=[CH:14][CH:15]=2)=[O:8])=[CH:5][C:4]=1[F:18])#[N:2].[CH]Cl.[C:21]([C:25]1[CH:30]=[CH:29][C:28]([S:31](Cl)(=[O:33])=[O:32])=[CH:27][CH:26]=1)([CH3:24])([CH3:23])[CH3:22]. The catalyst is CCO.N1C=CC=CC=1.[Pd]. The product is [C:21]([C:25]1[CH:30]=[CH:29][C:28]([S:31]([NH:2][CH2:1][C:3]2[CH:17]=[CH:16][C:6]([C:7]([NH:9][C:10]3[CH:11]=[N:12][CH:13]=[CH:14][CH:15]=3)=[O:8])=[CH:5][C:4]=2[F:18])(=[O:33])=[O:32])=[CH:27][CH:26]=1)([CH3:24])([CH3:22])[CH3:23]. The yield is 0.0700.